This data is from Full USPTO retrosynthesis dataset with 1.9M reactions from patents (1976-2016). The task is: Predict the reactants needed to synthesize the given product. (1) Given the product [CH:1]1([C:7]2[C:8]3[C:13]([N:14]4[C:19]=2[C:18]2[CH:20]=[CH:21][CH:22]=[CH:23][C:17]=2[S:16][CH2:15]4)=[CH:12][C:11]([C:24]([OH:26])=[O:25])=[CH:10][CH:9]=3)[CH2:2][CH2:3][CH2:4][CH2:5][CH2:6]1, predict the reactants needed to synthesize it. The reactants are: [CH:1]1([C:7]2[C:8]3[C:13]([N:14]4[C:19]=2[C:18]2[CH:20]=[CH:21][CH:22]=[CH:23][C:17]=2[S:16][CH2:15]4)=[CH:12][C:11]([C:24]([O:26]C)=[O:25])=[CH:10][CH:9]=3)[CH2:6][CH2:5][CH2:4][CH2:3][CH2:2]1.[OH-].[Na+].Cl. (2) The reactants are: [CH3:1][N:2]([CH3:9])[C:3]([NH:5][C:6](=[NH:8])[NH2:7])=[NH:4].[C:10]([OH:19])(=[O:18])[C:11]1[C:12](=[CH:14][CH:15]=[CH:16][CH:17]=1)[OH:13]. Given the product [C:10]([O-:19])(=[O:18])[C:11]1[C:12](=[CH:14][CH:15]=[CH:16][CH:17]=1)[OH:13].[NH2:8][C:6]([NH:5][C:3]([N:2]([CH3:9])[CH3:1])=[NH2+:4])=[NH:7], predict the reactants needed to synthesize it.